This data is from Catalyst prediction with 721,799 reactions and 888 catalyst types from USPTO. The task is: Predict which catalyst facilitates the given reaction. (1) Reactant: [H-].[Na+].[CH3:3][C:4]1[C:9]([CH:10]([C:18]([O:20][CH2:21][CH3:22])=[O:19])[C:11]([O:13][C:14]([CH3:17])([CH3:16])[CH3:15])=[O:12])=[CH:8][CH:7]=[C:6]([N+:23]([O-:25])=[O:24])[N:5]=1.[CH3:26]I. Product: [CH3:26][C:10]([C:9]1[C:4]([CH3:3])=[N:5][C:6]([N+:23]([O-:25])=[O:24])=[CH:7][CH:8]=1)([C:18]([O:20][CH2:21][CH3:22])=[O:19])[C:11]([O:13][C:14]([CH3:15])([CH3:16])[CH3:17])=[O:12]. The catalyst class is: 3. (2) Reactant: [NH:1]1[CH:5]=[C:4]([CH2:6][CH2:7][CH2:8][C:9]([OH:11])=O)[N:3]=[N:2]1.S(Cl)([Cl:14])=O. Product: [NH:1]1[CH:5]=[C:4]([CH2:6][CH2:7][CH2:8][C:9]([Cl:14])=[O:11])[N:3]=[N:2]1. The catalyst class is: 2.